Task: Predict the reactants needed to synthesize the given product.. Dataset: Full USPTO retrosynthesis dataset with 1.9M reactions from patents (1976-2016) Given the product [OH:58][N:57]([CH:2]([C:3]1[CH:8]=[CH:7][C:6]([C:9]2[NH:10][C:11]([C:21]3[CH:22]=[CH:23][N:24]=[CH:25][CH:26]=3)=[C:12]([C:14]3[CH:15]=[CH:16][C:17]([F:20])=[CH:18][CH:19]=3)[N:13]=2)=[CH:5][CH:4]=1)[CH3:1])[C:55]([NH2:74])=[O:54], predict the reactants needed to synthesize it. The reactants are: [CH3:1][CH:2](O)[C:3]1[CH:8]=[CH:7][C:6]([C:9]2[NH:10][C:11]([C:21]3[CH:26]=[CH:25][N:24]=[CH:23][CH:22]=3)=[C:12]([C:14]3[CH:19]=[CH:18][C:17]([F:20])=[CH:16][CH:15]=3)[N:13]=2)=[CH:5][CH:4]=1.P(C1C=CC=CC=1)(C1C=CC=CC=1)C1C=CC=CC=1.C([O:54][C:55]([NH:57][O:58]C(OCC1C=CC=CC=1)=O)=O)C1C=CC=CC=1.CCOC(/[N:74]=N/C(OCC)=O)=O.